From a dataset of Full USPTO retrosynthesis dataset with 1.9M reactions from patents (1976-2016). Predict the reactants needed to synthesize the given product. (1) Given the product [Cl:1][C:2]1[CH:7]=[CH:6][N:5]=[C:4]([C@H:8]([NH:9][S@@:10]([C:12]([CH3:15])([CH3:14])[CH3:13])=[O:11])[CH2:19][CH:18]=[CH2:17])[CH:3]=1, predict the reactants needed to synthesize it. The reactants are: [Cl:1][C:2]1[CH:7]=[CH:6][N:5]=[C:4]([CH:8]=[N:9][S@@:10]([C:12]([CH3:15])([CH3:14])[CH3:13])=[O:11])[CH:3]=1.Br[CH2:17][CH:18]=[CH2:19]. (2) The reactants are: [C:1]1([CH2:7][CH2:8][CH2:9][NH2:10])[CH:6]=[CH:5][CH:4]=[CH:3][CH:2]=1.CN1CCOCC1.C1(N=C=NC2CCCCC2)CCCCC1.[CH3:33][N:34]([CH3:52])[C:35]1([C:45]2[CH:50]=[CH:49][CH:48]=[C:47]([F:51])[CH:46]=2)[CH2:40][CH2:39][C:38](=[CH:41][C:42](O)=[O:43])[CH2:37][CH2:36]1.[OH-].[Na+]. Given the product [CH3:52][N:34]([CH3:33])[C:35]1([C:45]2[CH:50]=[CH:49][CH:48]=[C:47]([F:51])[CH:46]=2)[CH2:40][CH2:39][C:38](=[CH:41][C:42]([NH:10][CH2:9][CH2:8][CH2:7][C:1]2[CH:6]=[CH:5][CH:4]=[CH:3][CH:2]=2)=[O:43])[CH2:37][CH2:36]1, predict the reactants needed to synthesize it. (3) Given the product [C:1]([O:5][C:6]([N:8]1[CH2:12][C@@H:11]([CH2:13][N:14]([CH3:24])[C:15](=[O:23])[CH2:16][C:17]2[CH:22]=[CH:21][CH:20]=[CH:19][CH:18]=2)[C@H:10]([CH2:25][N:26]([CH:43]([CH3:45])[CH3:44])[C:27](=[O:42])[C:28]2[CH:33]=[CH:32][C:31]([O:34][CH3:35])=[C:30]([O:36][CH2:37][CH2:38][CH2:39][O:40][CH3:41])[CH:29]=2)[CH2:9]1)=[O:7])([CH3:3])([CH3:4])[CH3:2], predict the reactants needed to synthesize it. The reactants are: [C:1]([O:5][C:6]([N:8]1[CH2:12][C@H:11]([CH2:13][N:14]([CH3:24])[C:15](=[O:23])[CH2:16][C:17]2[CH:22]=[CH:21][CH:20]=[CH:19][CH:18]=2)[C@@H:10]([CH2:25][N:26]([CH:43]([CH3:45])[CH3:44])[C:27](=[O:42])[C:28]2[CH:33]=[CH:32][C:31]([O:34][CH3:35])=[C:30]([O:36][CH2:37][CH2:38][CH2:39][O:40][CH3:41])[CH:29]=2)[CH2:9]1)=[O:7])([CH3:4])([CH3:3])[CH3:2]. (4) Given the product [O:29]=[C:13]1[C:12]2[C:17](=[N:18][C:9]([C:5]3[CH:6]=[CH:7][CH:8]=[C:3]([C:2]([F:1])([F:26])[F:27])[CH:4]=3)=[CH:10][CH:11]=2)[N:16]([C:19]([O:21][C:22]([CH3:23])([CH3:24])[CH3:25])=[O:20])[CH2:15][CH2:14]1, predict the reactants needed to synthesize it. The reactants are: [F:1][C:2]([F:27])([F:26])[C:3]1[CH:4]=[C:5]([C:9]2[N:18]=[C:17]3[C:12]([CH2:13][CH2:14][CH2:15][N:16]3[C:19]([O:21][C:22]([CH3:25])([CH3:24])[CH3:23])=[O:20])=[CH:11][CH:10]=2)[CH:6]=[CH:7][CH:8]=1.[Mn]([O-])(=O)(=O)=[O:29].[O-]S([O-])=O.[Na+].[Na+]. (5) Given the product [F:10][C:11]1[CH:16]=[CH:15][C:14]([C:17]([F:20])([F:18])[F:19])=[CH:13][C:12]=1[C:21]1[CH:25]=[C:24]([O:53][S:46]([C:49]([F:52])([F:51])[F:50])(=[O:48])=[O:47])[N:23]([C@H:26]([C:28]2[CH:29]=[CH:30][C:31]([C:32]([O:34][CH2:35][CH3:36])=[O:33])=[CH:37][CH:38]=2)[CH3:27])[N:22]=1, predict the reactants needed to synthesize it. The reactants are: C([O-])(=O)C1C=CC=CC=1.[F:10][C:11]1[CH:16]=[CH:15][C:14]([C:17]([F:20])([F:19])[F:18])=[CH:13][C:12]=1[CH:21]1[CH:25]=[CH:24][N:23]([C@H:26]([C:28]2[CH:38]=[CH:37][C:31]([C:32]([O:34][CH2:35][CH3:36])=[O:33])=[CH:30][CH:29]=2)[CH3:27])[NH:22]1.C(N(CC)CC)C.[S:46]([O:53]S(C(F)(F)F)(=O)=O)([C:49]([F:52])([F:51])[F:50])(=[O:48])=[O:47].